Predict the reactants needed to synthesize the given product. From a dataset of Full USPTO retrosynthesis dataset with 1.9M reactions from patents (1976-2016). The reactants are: [F:1][C:2]1[CH:3]=[C:4]([C:9]2[N:10]=[C:11]3[CH2:26][CH2:25][CH2:24][NH:23][C:12]3=[N:13][C:14]=2[C:15]2[CH:20]=[CH:19][C:18]([CH3:21])=[C:17]([F:22])[CH:16]=2)[CH:5]=[CH:6][C:7]=1[CH3:8].O=[CH:28][CH2:29][CH2:30][CH2:31][CH2:32][CH2:33][C:34]([O:36][CH2:37][CH3:38])=[O:35].C(N(CC)CC)C.C(O[BH-](OC(=O)C)OC(=O)C)(=O)C.[Na+]. Given the product [F:1][C:2]1[CH:3]=[C:4]([C:9]2[N:10]=[C:11]3[CH2:26][CH2:25][CH2:24][N:23]([CH2:28][CH2:29][CH2:30][CH2:31][CH2:32][CH2:33][C:34]([O:36][CH2:37][CH3:38])=[O:35])[C:12]3=[N:13][C:14]=2[C:15]2[CH:20]=[CH:19][C:18]([CH3:21])=[C:17]([F:22])[CH:16]=2)[CH:5]=[CH:6][C:7]=1[CH3:8], predict the reactants needed to synthesize it.